This data is from NCI-60 drug combinations with 297,098 pairs across 59 cell lines. The task is: Regression. Given two drug SMILES strings and cell line genomic features, predict the synergy score measuring deviation from expected non-interaction effect. (1) Synergy scores: CSS=36.8, Synergy_ZIP=-2.79, Synergy_Bliss=-2.66, Synergy_Loewe=-6.10, Synergy_HSA=-1.18. Drug 1: CC1C(C(CC(O1)OC2CC(CC3=C2C(=C4C(=C3O)C(=O)C5=C(C4=O)C(=CC=C5)OC)O)(C(=O)CO)O)N)O.Cl. Cell line: CCRF-CEM. Drug 2: B(C(CC(C)C)NC(=O)C(CC1=CC=CC=C1)NC(=O)C2=NC=CN=C2)(O)O. (2) Drug 1: C1=CC(=C2C(=C1NCCNCCO)C(=O)C3=C(C=CC(=C3C2=O)O)O)NCCNCCO. Drug 2: C1=C(C(=O)NC(=O)N1)F. Cell line: MALME-3M. Synergy scores: CSS=43.0, Synergy_ZIP=0.815, Synergy_Bliss=0.922, Synergy_Loewe=3.91, Synergy_HSA=6.81. (3) Drug 2: CC1CCC2CC(C(=CC=CC=CC(CC(C(=O)C(C(C(=CC(C(=O)CC(OC(=O)C3CCCCN3C(=O)C(=O)C1(O2)O)C(C)CC4CCC(C(C4)OC)O)C)C)O)OC)C)C)C)OC. Cell line: NCI-H460. Synergy scores: CSS=41.8, Synergy_ZIP=-4.36, Synergy_Bliss=2.28, Synergy_Loewe=4.11, Synergy_HSA=4.93. Drug 1: CN(C)N=NC1=C(NC=N1)C(=O)N. (4) Drug 1: C1C(C(OC1N2C=C(C(=O)NC2=O)F)CO)O. Drug 2: C1C(C(OC1N2C=NC3=C(N=C(N=C32)Cl)N)CO)O. Cell line: HT29. Synergy scores: CSS=23.9, Synergy_ZIP=-4.56, Synergy_Bliss=-4.37, Synergy_Loewe=-10.9, Synergy_HSA=-4.24. (5) Drug 1: C1=CC(=CC=C1C#N)C(C2=CC=C(C=C2)C#N)N3C=NC=N3. Drug 2: C1=NC2=C(N=C(N=C2N1C3C(C(C(O3)CO)O)O)F)N. Cell line: IGROV1. Synergy scores: CSS=-1.41, Synergy_ZIP=3.16, Synergy_Bliss=6.76, Synergy_Loewe=-1.81, Synergy_HSA=-1.53. (6) Drug 1: CN(C)N=NC1=C(NC=N1)C(=O)N. Drug 2: CN(CCCl)CCCl.Cl. Cell line: OVCAR-5. Synergy scores: CSS=-6.88, Synergy_ZIP=-1.09, Synergy_Bliss=-6.46, Synergy_Loewe=-10.3, Synergy_HSA=-8.56. (7) Drug 1: CC1=C(C(=CC=C1)Cl)NC(=O)C2=CN=C(S2)NC3=CC(=NC(=N3)C)N4CCN(CC4)CCO. Drug 2: CN(CC1=CN=C2C(=N1)C(=NC(=N2)N)N)C3=CC=C(C=C3)C(=O)NC(CCC(=O)O)C(=O)O. Cell line: SF-295. Synergy scores: CSS=20.0, Synergy_ZIP=0.297, Synergy_Bliss=-0.419, Synergy_Loewe=-28.5, Synergy_HSA=-2.71. (8) Drug 1: C1=CC(=CC=C1CCC2=CNC3=C2C(=O)NC(=N3)N)C(=O)NC(CCC(=O)O)C(=O)O. Drug 2: CC1=C(C(=O)C2=C(C1=O)N3CC4C(C3(C2COC(=O)N)OC)N4)N. Cell line: KM12. Synergy scores: CSS=11.1, Synergy_ZIP=-10.8, Synergy_Bliss=-14.4, Synergy_Loewe=-23.1, Synergy_HSA=-12.6.